Task: Predict the reactants needed to synthesize the given product.. Dataset: Full USPTO retrosynthesis dataset with 1.9M reactions from patents (1976-2016) (1) The reactants are: [CH3:1][O:2][C:3](=[O:47])[NH:4][C@@H:5]([CH:44]([CH3:46])[CH3:45])[C:6]([N:8]1[CH2:12][C@@H:11]([CH3:13])[CH2:10][C@H:9]1[C:14]1[NH:18][C:17]2[C:19]3[C:24]([CH:25]=[CH:26][C:16]=2[N:15]=1)=[CH:23][C:22]1[C:27]2[C:32]([CH2:33][O:34][C:21]=1[CH:20]=3)=[CH:31][C:30](B1OC(C)(C)C(C)(C)O1)=[CH:29][CH:28]=2)=[O:7].Br[C:49]1[NH:53][C:52]([C@@H:54]2[CH2:58][CH2:57][CH2:56][N:55]2[C:59]([O:61][C:62]([CH3:65])([CH3:64])[CH3:63])=[O:60])=[N:51][CH:50]=1.C([O-])([O-])=O.[K+].[K+]. Given the product [CH3:1][O:2][C:3]([NH:4][C@H:5]([C:6]([N:8]1[CH2:12][C@@H:11]([CH3:13])[CH2:10][C@H:9]1[C:14]1[NH:18][C:17]2[C:19]3[C:24]([CH:25]=[CH:26][C:16]=2[N:15]=1)=[CH:23][C:22]1[C:27]2[C:32]([CH2:33][O:34][C:21]=1[CH:20]=3)=[CH:31][C:30]([C:49]1[NH:53][C:52]([C@@H:54]3[CH2:58][CH2:57][CH2:56][N:55]3[C:59]([O:61][C:62]([CH3:65])([CH3:64])[CH3:63])=[O:60])=[N:51][CH:50]=1)=[CH:29][CH:28]=2)=[O:7])[CH:44]([CH3:46])[CH3:45])=[O:47], predict the reactants needed to synthesize it. (2) Given the product [C:5]1([C:8]2([C:14]3[N:27]4[CH2:26][CH2:25][CH2:24][CH2:23][CH2:22][CH2:21][C:20]4=[N:17][N:16]=3)[CH2:13][CH2:12][CH2:11][CH2:10][CH2:9]2)[CH:6]=[CH:7][CH:2]=[CH:3][CH:4]=1, predict the reactants needed to synthesize it. The reactants are: Cl[C:2]1[CH:7]=[CH:6][C:5]([C:8]2([C:14]([NH:16][NH2:17])=O)[CH2:13][CH2:12][CH2:11][CH2:10][CH2:9]2)=[CH:4][CH:3]=1.CO[C:20]1[CH2:21][CH2:22][CH2:23][CH2:24][CH2:25][CH2:26][N:27]=1. (3) Given the product [N:1]([CH2:4][C@@H:5]([N:14]([CH3:22])[C:15](=[O:21])[O:16][C:17]([CH3:20])([CH3:19])[CH3:18])[CH2:6][C@H:7]1[CH2:8][CH2:9][CH2:10][O:13][CH2:12]1)=[N+:2]=[N-:3], predict the reactants needed to synthesize it. The reactants are: [N:1]([CH2:4][C@@H:5]([NH:14][C:15](=[O:21])[O:16][C:17]([CH3:20])([CH3:19])[CH3:18])[CH2:6][C@H:7]([CH2:12][OH:13])[CH2:8][CH2:9][CH2:10]Cl)=[N+:2]=[N-:3].[CH3:22]OS(OC)(=O)=O. (4) Given the product [CH3:18][O:17][C:12]1[CH:13]=[CH:14][CH:15]=[CH:16][C:11]=1[C:8]1[CH:9]=[CH:10][C:5]([C:3]([OH:4])=[O:2])=[CH:6][C:7]=1[CH3:19], predict the reactants needed to synthesize it. The reactants are: C[O:2][C:3]([C:5]1[CH:10]=[CH:9][C:8]([C:11]2[CH:16]=[CH:15][CH:14]=[CH:13][C:12]=2[O:17][CH3:18])=[C:7]([CH3:19])[CH:6]=1)=[O:4].[OH-].[Na+].Cl. (5) Given the product [CH2:25]([O:27][C:28]([C:30]1[CH:31]=[CH:32][C:33]([CH2:34][CH2:35][N:22]2[CH2:21][CH:20]=[C:19]([C:11]3[C:12]([C:13]4[CH:18]=[CH:17][N:16]=[CH:15][CH:14]=4)=[C:8]([C:5]4[CH:6]=[CH:7][C:2]([F:1])=[CH:3][CH:4]=4)[NH:9][CH:10]=3)[CH2:24][CH2:23]2)=[CH:37][CH:38]=1)=[O:29])[CH3:26], predict the reactants needed to synthesize it. The reactants are: [F:1][C:2]1[CH:7]=[CH:6][C:5]([C:8]2[NH:9][CH:10]=[C:11]([C:19]3[CH2:20][CH2:21][NH:22][CH2:23][CH:24]=3)[C:12]=2[C:13]2[CH:18]=[CH:17][N:16]=[CH:15][CH:14]=2)=[CH:4][CH:3]=1.[CH2:25]([O:27][C:28]([C:30]1[CH:38]=[CH:37][C:33]([CH2:34][CH2:35]Br)=[CH:32][CH:31]=1)=[O:29])[CH3:26].C(=O)([O-])[O-].[K+].[K+].O. (6) Given the product [CH:1]1([C:5]2[C:6]([C:7]#[N:8])=[CH:9][C:10]([CH2:20][O:21][CH3:22])=[N:11][CH:12]=2)[CH2:2][CH2:3][CH2:4]1, predict the reactants needed to synthesize it. The reactants are: [CH:1]1([C:5]2[CH:12]=[N:11][CH:10]=[CH:9][C:6]=2[C:7]#[N:8])[CH2:4][CH2:3][CH2:2]1.FC(F)(F)C(O)=O.[CH3:20][O:21][CH2:22][B-](F)(F)F.[K+].